From a dataset of Catalyst prediction with 721,799 reactions and 888 catalyst types from USPTO. Predict which catalyst facilitates the given reaction. (1) Reactant: Br[C:2]1[CH:3]=[C:4]([C:8]([C:10]2[C:14]3[CH:15]=[N:16][CH:17]=[CH:18][C:13]=3[N:12]([C:19]([CH3:30])([CH3:29])[CH2:20][O:21][Si:22]([C:25]([CH3:28])([CH3:27])[CH3:26])([CH3:24])[CH3:23])[CH:11]=2)=[O:9])[CH:5]=[N:6][CH:7]=1.[NH3:31]. Product: [NH2:31][C:2]1[CH:3]=[C:4]([C:8]([C:10]2[C:14]3[CH:15]=[N:16][CH:17]=[CH:18][C:13]=3[N:12]([C:19]([CH3:30])([CH3:29])[CH2:20][O:21][Si:22]([C:25]([CH3:28])([CH3:27])[CH3:26])([CH3:24])[CH3:23])[CH:11]=2)=[O:9])[CH:5]=[N:6][CH:7]=1. The catalyst class is: 37. (2) Reactant: [Br:1][C:2]1[S:6][C:5]([C:7]2[CH2:11][CH:10]([CH2:12]OS(C)(=O)=O)[O:9][N:8]=2)=[CH:4][CH:3]=1.[N-:18]=[N+:19]=[N-:20].[Na+].[Cl-].[Na+]. Product: [N:18]([CH2:12][CH:10]1[O:9][N:8]=[C:7]([C:5]2[S:6][C:2]([Br:1])=[CH:3][CH:4]=2)[CH2:11]1)=[N+:19]=[N-:20]. The catalyst class is: 9. (3) Reactant: [Br:1][C:2]1[CH:3]=[CH:4][C:5]([O:34][CH2:35][C:36]2[CH:41]=[CH:40][CH:39]=[CH:38][CH:37]=2)=[C:6]([CH:33]=1)[CH2:7][N:8]([C:20]1[CH:32]=[CH:31][C:23]([C:24]([O:26][C:27]([CH3:30])([CH3:29])[CH3:28])=[O:25])=[CH:22][CH:21]=1)[CH2:9][C:10]1[CH:15]=[CH:14][C:13]([C:16]([O:18]C)=[O:17])=[CH:12][CH:11]=1.[OH-].[Na+]. Product: [Br:1][C:2]1[CH:3]=[CH:4][C:5]([O:34][CH2:35][C:36]2[CH:37]=[CH:38][CH:39]=[CH:40][CH:41]=2)=[C:6]([CH:33]=1)[CH2:7][N:8]([CH2:9][C:10]1[CH:11]=[CH:12][C:13]([C:16]([OH:18])=[O:17])=[CH:14][CH:15]=1)[C:20]1[CH:32]=[CH:31][C:23]([C:24]([O:26][C:27]([CH3:30])([CH3:29])[CH3:28])=[O:25])=[CH:22][CH:21]=1. The catalyst class is: 111. (4) Reactant: [CH2:1]([N:3]([CH2:11][C:12]1[N:13]=[C:14]2[S:21][C:20]([CH3:22])=[C:19]([CH2:23][OH:24])[N:15]2[C:16](=[O:18])[CH:17]=1)[C:4]1[CH:9]=[CH:8][C:7]([F:10])=[CH:6][CH:5]=1)[CH3:2].C(N(CC)CC)C.[CH3:32][S:33](Cl)(=[O:35])=[O:34]. Product: [CH3:32][S:33]([O:24][CH2:23][C:19]1[N:15]2[C:16](=[O:18])[CH:17]=[C:12]([CH2:11][N:3]([CH2:1][CH3:2])[C:4]3[CH:5]=[CH:6][C:7]([F:10])=[CH:8][CH:9]=3)[N:13]=[C:14]2[S:21][C:20]=1[CH3:22])(=[O:35])=[O:34]. The catalyst class is: 4.